From a dataset of Forward reaction prediction with 1.9M reactions from USPTO patents (1976-2016). Predict the product of the given reaction. (1) Given the reactants [CH:1]([C:4]1[CH:11]=[CH:10]C(C#N)=[C:6]([N+:12]([O-:14])=[O:13])[CH:5]=1)([CH3:3])[CH3:2].[OH-].[Na+].O.[C:18]([OH:21])(=[O:20])[CH3:19], predict the reaction product. The product is: [CH:1]([C:4]1[CH:11]=[CH:10][C:19]([C:18]([OH:21])=[O:20])=[C:6]([N+:12]([O-:14])=[O:13])[CH:5]=1)([CH3:3])[CH3:2]. (2) Given the reactants [CH3:1][C:2]1([CH3:12])[O:6][B:5]([OH:7])[C:4]2[CH:8]=[CH:9][CH:10]=[CH:11][C:3]1=2.FC(F)(F)C(O)=O.FC(F)(F)C(OC(=O)C(F)(F)F)=O.[N+:33]([O-])([OH:35])=[O:34], predict the reaction product. The product is: [CH3:1][C:2]1([CH3:12])[O:6][B:5]([OH:7])[C:4]2[CH:8]=[C:9]([N+:33]([O-:35])=[O:34])[CH:10]=[CH:11][C:3]1=2. (3) Given the reactants [F:1][C:2]1[CH:7]=[C:6]([F:8])[CH:5]=[C:4]([F:9])[CH:3]=1.[Al+3].[Cl-].[Cl-].[Cl-].Cl.[Cl:15][CH2:16][C:17](Cl)=[O:18], predict the reaction product. The product is: [Cl:15][CH2:16][C:17]([C:7]1[C:2]([F:1])=[CH:3][C:4]([F:9])=[CH:5][C:6]=1[F:8])=[O:18]. (4) The product is: [CH3:31][S:32]([O:21][CH2:20][C:19]1[O:18][N:17]=[C:16]([CH3:22])[C:15]=1[C:14]1[C:10]([C:8](=[O:9])[C:5]2[CH:6]=[CH:7][C:2]([Cl:1])=[CH:3][CH:4]=2)=[N:11][N:12]([CH3:23])[CH:13]=1)(=[O:34])=[O:33]. Given the reactants [Cl:1][C:2]1[CH:7]=[CH:6][C:5]([C:8]([C:10]2[C:14]([C:15]3[C:16]([CH3:22])=[N:17][O:18][C:19]=3[CH2:20][OH:21])=[CH:13][N:12]([CH3:23])[N:11]=2)=[O:9])=[CH:4][CH:3]=1.C(N(CC)CC)C.[CH3:31][S:32](Cl)(=[O:34])=[O:33].C(=O)(O)[O-].[Na+], predict the reaction product.